From a dataset of Full USPTO retrosynthesis dataset with 1.9M reactions from patents (1976-2016). Predict the reactants needed to synthesize the given product. (1) Given the product [CH2:7]1[C:2]2[C:1](=[CH:6][CH:5]=[CH:4][CH:3]=2)[CH2:8][CH2:14][CH2:13]1, predict the reactants needed to synthesize it. The reactants are: [C:1]1([CH3:8])[C:2]([CH3:7])=[CH:3][CH:4]=[CH:5][CH:6]=1.C(Cl)(Cl)Cl.[C:13]1(C)C=CC=C[CH:14]=1. (2) The reactants are: COC(=O)C(O)=CC(=O)N(CC1C=CC(F)=CC=1)C.C=O.[Cl:22][C:23]1[CH:28]=[CH:27][CH:26]=[CH:25][C:24]=1[CH2:29][CH2:30][NH2:31].[F:32][C:33]1[CH:51]=[CH:50][C:36]([CH2:37][N:38]([CH3:49])[C:39]([C:41]2[CH2:42]N(C)[C:44](=[O:47])[C:45]=2[OH:46])=[O:40])=[CH:35][CH:34]=1. Given the product [F:32][C:33]1[CH:51]=[CH:50][C:36]([CH2:37][N:38]([CH3:49])[C:39]([C:41]2[CH2:42][N:31]([CH2:30][CH2:29][C:24]3[CH:25]=[CH:26][CH:27]=[CH:28][C:23]=3[Cl:22])[C:44](=[O:47])[C:45]=2[OH:46])=[O:40])=[CH:35][CH:34]=1, predict the reactants needed to synthesize it. (3) Given the product [NH:8]1[CH2:11][CH:10]([N:12]2[CH2:17][CH2:16][N:15]([CH3:18])[CH2:14][C@@H:13]2[CH3:19])[CH2:9]1, predict the reactants needed to synthesize it. The reactants are: C1(C(C2C=CC=CC=2)[N:8]2[CH2:11][CH:10]([N:12]3[CH2:17][CH2:16][N:15]([CH3:18])[CH2:14][C@@H:13]3[CH3:19])[CH2:9]2)C=CC=CC=1. (4) The reactants are: BrBr.C1(P(C2C=CC=CC=2)C2C=CC=CC=2)C=CC=CC=1.C(N(CC)CC)C.[Cl:29][C:30]1[CH:34]=[CH:33][N:32]([NH:35][C:36](=O)[CH2:37][N:38]2[CH:46]=[N:45][C:44]3[C:39]2=[N:40][CH:41]=[N:42][C:43]=3[NH:47][C:48](=[O:54])[O:49][C:50]([CH3:53])([CH3:52])[CH3:51])[C:31]=1[C:56]([NH:58][C@@H:59]([C:61]1[CH:66]=[CH:65][CH:64]=[CH:63][CH:62]=1)[CH3:60])=[O:57].N. Given the product [Cl:29][C:30]1[CH:34]=[CH:33][N:32]2[C:31]=1[C:56](=[O:57])[N:58]([C@@H:59]([C:61]1[CH:66]=[CH:65][CH:64]=[CH:63][CH:62]=1)[CH3:60])[C:36]([CH2:37][N:38]1[CH:46]=[N:45][C:44]3[C:39]1=[N:40][CH:41]=[N:42][C:43]=3[NH:47][C:48](=[O:54])[O:49][C:50]([CH3:53])([CH3:52])[CH3:51])=[N:35]2, predict the reactants needed to synthesize it. (5) Given the product [CH3:1][O:2][C:3]1[C:8]([NH2:9])=[CH:7][CH:6]=[CH:5][C:4]=1[C:12]1[O:16][C:15]([CH3:17])=[C:14]([C:18]([OH:20])=[O:19])[CH:13]=1, predict the reactants needed to synthesize it. The reactants are: [CH3:1][O:2][C:3]1[C:8]([N+:9]([O-])=O)=[CH:7][CH:6]=[CH:5][C:4]=1[C:12]1[O:16][C:15]([CH3:17])=[C:14]([C:18]([OH:20])=[O:19])[CH:13]=1.